This data is from Reaction yield outcomes from USPTO patents with 853,638 reactions. The task is: Predict the reaction yield, written as a fraction of the theoretical maximum amount of product (1.0 means a 100% yield; for example, 0.34 means a 34% yield). (1) The reactants are FC(F)(F)C(O)=O.[Cl:8][C:9]1[CH:18]=[C:17]2[C:12]([CH:13]=[C:14]([NH:19]C(=O)OC(C)(C)C)[N:15]=[CH:16]2)=[CH:11][N:10]=1. The catalyst is ClC(Cl)C. The product is [Cl:8][C:9]1[CH:18]=[C:17]2[C:12]([CH:13]=[C:14]([NH2:19])[N:15]=[CH:16]2)=[CH:11][N:10]=1. The yield is 0.860. (2) The reactants are ClC(Cl)(Cl)CO[C:5](=[O:27])[NH:6][C:7]1[N:8]([C:16]2[CH:21]=[CH:20][CH:19]=[C:18]([O:22][C@@H:23]([CH3:26])[CH2:24][OH:25])[CH:17]=2)[N:9]=[C:10]([C:12]([CH3:15])([CH3:14])[CH3:13])[CH:11]=1.[CH3:30][C@H:31]1[CH2:36][CH2:35][CH2:34][CH2:33][N:32]1[C:37]1[N:41]2[CH:42]=[C:43]([O:46][C@H:47]3[C:56]4[C:51](=[CH:52][CH:53]=[CH:54][CH:55]=4)[C@@H:50]([NH2:57])[CH2:49][CH2:48]3)[CH:44]=[CH:45][C:40]2=[N:39][N:38]=1.CCN(C(C)C)C(C)C. The catalyst is O1CCOCC1. The product is [C:12]([C:10]1[CH:11]=[C:7]([NH:6][C:5]([NH:57][C@@H:50]2[C:51]3[C:56](=[CH:55][CH:54]=[CH:53][CH:52]=3)[C@H:47]([O:46][C:43]3[CH:44]=[CH:45][C:40]4[N:41]([C:37]([N:32]5[CH2:33][CH2:34][CH2:35][CH2:36][C@@H:31]5[CH3:30])=[N:38][N:39]=4)[CH:42]=3)[CH2:48][CH2:49]2)=[O:27])[N:8]([C:16]2[CH:21]=[CH:20][CH:19]=[C:18]([O:22][C@@H:23]([CH3:26])[CH2:24][OH:25])[CH:17]=2)[N:9]=1)([CH3:15])([CH3:13])[CH3:14]. The yield is 0.610. (3) The reactants are [Cl-].[CH2:2]([O:4][CH:5]([P+](C1C=CC=CC=1)(C1C=CC=CC=1)C1C=CC=CC=1)[C:6]([O:8][CH2:9][CH3:10])=[O:7])[CH3:3].C1CCN2C(=NCCC2)CC1.[CH2:41]([O:48][C:49]1[C:54]2[CH:55]=[CH:56][O:57][C:53]=2[C:52]([CH:58]=O)=[CH:51][CH:50]=1)[C:42]1[CH:47]=[CH:46][CH:45]=[CH:44][CH:43]=1. The catalyst is C1COCC1. The product is [CH2:9]([O:8][C:6](=[O:7])/[C:5](/[O:4][CH2:2][CH3:3])=[CH:58]/[C:52]1[C:53]2[O:57][CH:56]=[CH:55][C:54]=2[C:49]([O:48][CH2:41][C:42]2[CH:43]=[CH:44][CH:45]=[CH:46][CH:47]=2)=[CH:50][CH:51]=1)[CH3:10]. The yield is 0.690. (4) The reactants are [CH3:1][N:2]1[CH2:7][CH2:6][N:5]([C:8]2[C:9]3[N:10]([N:14]=[N:15][N:16]=3)[CH:11]=[CH:12][N:13]=2)[CH2:4][CH2:3]1.[Br:17]N1C(=O)CCC1=O.O.C(N(CC)CC)C. The catalyst is C(O)(=O)C. The product is [Br:17][C:11]1[N:10]2[N:14]=[N:15][N:16]=[C:9]2[C:8]([N:5]2[CH2:4][CH2:3][N:2]([CH3:1])[CH2:7][CH2:6]2)=[N:13][CH:12]=1. The yield is 1.00. (5) The reactants are [C:1]1([C:15]([O:17][CH3:18])=[O:16])[CH:6]=[C:5]([C:7]([O:9][CH3:10])=[O:8])[CH:4]=[C:3]([C:11]([O:13]C)=[O:12])[CH:2]=1.[OH-].[Na+]. The catalyst is CO. The product is [CH3:18][O:17][C:15]([C:1]1[CH:2]=[C:3]([CH:4]=[C:5]([C:7]([O:9][CH3:10])=[O:8])[CH:6]=1)[C:11]([OH:13])=[O:12])=[O:16]. The yield is 0.880. (6) The reactants are [Cl:1][C:2]1[CH:3]=[C:4]([CH:27]([C:34]#[N:35])[CH2:28][C:29]([O:31]CC)=[O:30])[CH:5]=[CH:6][C:7]=1[C:8]1[N:12]=[C:11]([C:13]2[N:14]=[C:15]3[C:20]([Cl:21])=[CH:19][C:18]([C:22]([F:25])([F:24])[F:23])=[CH:17][N:16]3[CH:26]=2)[O:10][N:9]=1.[Li+].[OH-]. The catalyst is C1COCC1.O.C(O)(=O)CC(CC(O)=O)(C(O)=O)O. The product is [Cl:1][C:2]1[CH:3]=[C:4]([CH:27]([C:34]#[N:35])[CH2:28][C:29]([OH:31])=[O:30])[CH:5]=[CH:6][C:7]=1[C:8]1[N:12]=[C:11]([C:13]2[N:14]=[C:15]3[C:20]([Cl:21])=[CH:19][C:18]([C:22]([F:25])([F:24])[F:23])=[CH:17][N:16]3[CH:26]=2)[O:10][N:9]=1. The yield is 0.404. (7) The reactants are [C:1]([O:5][C:6]([N:8]([CH2:23][CH:24]1[CH2:29][CH2:28][N:27]([C:30]([O:32][C:33]([CH3:36])([CH3:35])[CH3:34])=[O:31])[CH2:26][CH2:25]1)[CH2:9][CH2:10][C:11]1[CH:16]=[C:15]([O:17][CH3:18])[C:14]([N+:19]([O-])=O)=[CH:13][C:12]=1[Cl:22])=[O:7])([CH3:4])([CH3:3])[CH3:2].[NH4+].[Cl-]. The catalyst is CO.[Zn]. The product is [NH2:19][C:14]1[C:15]([O:17][CH3:18])=[CH:16][C:11]([CH2:10][CH2:9][N:8]([CH2:23][CH:24]2[CH2:25][CH2:26][N:27]([C:30]([O:32][C:33]([CH3:34])([CH3:35])[CH3:36])=[O:31])[CH2:28][CH2:29]2)[C:6]([O:5][C:1]([CH3:4])([CH3:2])[CH3:3])=[O:7])=[C:12]([Cl:22])[CH:13]=1. The yield is 0.930.